Predict the product of the given reaction. From a dataset of Forward reaction prediction with 1.9M reactions from USPTO patents (1976-2016). (1) Given the reactants [NH:1]1[C:9]2[C:4](=[CH:5][CH:6]=[CH:7][CH:8]=2)[C:3]([CH2:10][CH2:11][C:12]([OH:14])=O)=[CH:2]1.[CH:15]([NH:18][NH:19][C:20](=[O:27])[C:21]1[CH:26]=[CH:25][CH:24]=[CH:23][CH:22]=1)([CH3:17])[CH3:16].CN(C(ON1N=NC2C=CC=NC1=2)=[N+](C)C)C.F[P-](F)(F)(F)(F)F.C(N(CC)C(C)C)(C)C.C([O-])([O-])=O.[K+].[K+].N1C2C(=CC=CC=2)C(CCC(N(C(C)C)NC(=O)C2C=CC=CC=2)=O)=C1.[CH3:93][C:94]([O:97][C:98](OC(OC(C)(C)C)=O)=[O:99])([CH3:96])[CH3:95], predict the reaction product. The product is: [C:20]([NH:19][N:18]([C:12](=[O:14])[CH2:11][CH2:10][C:3]1[C:4]2[C:9](=[CH:8][CH:7]=[CH:6][CH:5]=2)[N:1]([C:98]([O:97][C:94]([CH3:96])([CH3:95])[CH3:93])=[O:99])[CH:2]=1)[CH:15]([CH3:17])[CH3:16])(=[O:27])[C:21]1[CH:22]=[CH:23][CH:24]=[CH:25][CH:26]=1. (2) Given the reactants [CH3:1][O:2][C:3]1[CH:4]=[C:5]2[C:10](=[CH:11][CH:12]=1)[NH:9][C:8](=O)[C:7]([C:14]([F:17])([F:16])[F:15])=[CH:6]2.O=P(Cl)(Cl)[Cl:20], predict the reaction product. The product is: [Cl:20][C:8]1[C:7]([C:14]([F:17])([F:16])[F:15])=[CH:6][C:5]2[C:10](=[CH:11][CH:12]=[C:3]([O:2][CH3:1])[CH:4]=2)[N:9]=1. (3) The product is: [CH3:15][N:14]([CH3:16])[C:12]1[C:11]([C:17]([F:18])([F:19])[F:20])=[CH:10][C:9]2[NH:21][C:28](=[O:44])[CH2:29][C:30]([C:31]3[CH:36]=[CH:35][CH:34]=[C:33]([C:37]4[CH:42]=[CH:41][N:40]=[CH:39][N:38]=4)[CH:32]=3)=[N:7][C:8]=2[CH:13]=1. Given the reactants C(OC(=O)[NH:7][C:8]1[CH:13]=[C:12]([N:14]([CH3:16])[CH3:15])[C:11]([C:17]([F:20])([F:19])[F:18])=[CH:10][C:9]=1[NH2:21])(C)(C)C.C(O[C:28](=[O:44])[CH2:29][C:30](=O)[C:31]1[CH:36]=[CH:35][CH:34]=[C:33]([C:37]2[CH:42]=[CH:41][N:40]=[CH:39][N:38]=2)[CH:32]=1)(C)(C)C, predict the reaction product. (4) Given the reactants [Cl:1][C:2]1[N:3]=[C:4]([Cl:11])[C:5]2[CH:10]=[CH:9][NH:8][C:6]=2[N:7]=1.[I:12]N1C(=O)CCC1=O, predict the reaction product. The product is: [Cl:1][C:2]1[N:3]=[C:4]([Cl:11])[C:5]2[C:10]([I:12])=[CH:9][NH:8][C:6]=2[N:7]=1. (5) Given the reactants [NH2:1][C:2]1[C:3]([C:9]#[N:10])=[N:4][C:5]([Br:8])=[CH:6][N:7]=1.Cl.[NH2:12][OH:13].C(N(CC)CC)C, predict the reaction product. The product is: [NH2:1][C:2]1[C:3]([C:9](=[N:12][OH:13])[NH2:10])=[N:4][C:5]([Br:8])=[CH:6][N:7]=1.